Task: Regression. Given two drug SMILES strings and cell line genomic features, predict the synergy score measuring deviation from expected non-interaction effect.. Dataset: Merck oncology drug combination screen with 23,052 pairs across 39 cell lines (1) Drug 1: N#Cc1ccc(Cn2cncc2CN2CCN(c3cccc(Cl)c3)C(=O)C2)cc1. Drug 2: CCc1c2c(nc3ccc(O)cc13)-c1cc3c(c(=O)n1C2)COC(=O)C3(O)CC. Cell line: UWB1289. Synergy scores: synergy=13.2. (2) Drug 1: CCC1(O)CC2CN(CCc3c([nH]c4ccccc34)C(C(=O)OC)(c3cc4c(cc3OC)N(C)C3C(O)(C(=O)OC)C(OC(C)=O)C5(CC)C=CCN6CCC43C65)C2)C1. Drug 2: C=CCn1c(=O)c2cnc(Nc3ccc(N4CCN(C)CC4)cc3)nc2n1-c1cccc(C(C)(C)O)n1. Cell line: OVCAR3. Synergy scores: synergy=-0.422. (3) Drug 1: COC12C(COC(N)=O)C3=C(C(=O)C(C)=C(N)C3=O)N1CC1NC12. Cell line: A375. Synergy scores: synergy=3.22. Drug 2: CCc1cnn2c(NCc3ccc[n+]([O-])c3)cc(N3CCCCC3CCO)nc12. (4) Drug 1: O=C(NOCC(O)CO)c1ccc(F)c(F)c1Nc1ccc(I)cc1F. Drug 2: NC1CCCCC1N.O=C(O)C(=O)O.[Pt+2]. Cell line: OV90. Synergy scores: synergy=-9.81. (5) Drug 1: C#Cc1cccc(Nc2ncnc3cc(OCCOC)c(OCCOC)cc23)c1. Synergy scores: synergy=13.9. Cell line: CAOV3. Drug 2: CCC1(O)C(=O)OCc2c1cc1n(c2=O)Cc2cc3c(CN(C)C)c(O)ccc3nc2-1. (6) Drug 1: COc1cc(C2c3cc4c(cc3C(OC3OC5COC(C)OC5C(O)C3O)C3COC(=O)C23)OCO4)cc(OC)c1O. Drug 2: Cn1cc(-c2cnn3c(N)c(Br)c(C4CCCNC4)nc23)cn1. Cell line: LOVO. Synergy scores: synergy=18.2. (7) Drug 1: CCN(CC)CCNC(=O)c1c(C)[nH]c(C=C2C(=O)Nc3ccc(F)cc32)c1C. Drug 2: CS(=O)(=O)CCNCc1ccc(-c2ccc3ncnc(Nc4ccc(OCc5cccc(F)c5)c(Cl)c4)c3c2)o1. Cell line: LNCAP. Synergy scores: synergy=-17.7. (8) Drug 1: COc1cccc2c1C(=O)c1c(O)c3c(c(O)c1C2=O)CC(O)(C(=O)CO)CC3OC1CC(N)C(O)C(C)O1. Drug 2: CS(=O)(=O)CCNCc1ccc(-c2ccc3ncnc(Nc4ccc(OCc5cccc(F)c5)c(Cl)c4)c3c2)o1. Cell line: NCIH1650. Synergy scores: synergy=8.47. (9) Drug 1: COc1cc(C2c3cc4c(cc3C(OC3OC5COC(C)OC5C(O)C3O)C3COC(=O)C23)OCO4)cc(OC)c1O. Drug 2: Cn1cc(-c2cnn3c(N)c(Br)c(C4CCCNC4)nc23)cn1. Cell line: ES2. Synergy scores: synergy=14.6. (10) Drug 1: CN1C(=O)C=CC2(C)C3CCC4(C)C(NC(=O)OCC(F)(F)F)CCC4C3CCC12. Drug 2: CC(=O)OC1C(=O)C2(C)C(O)CC3OCC3(OC(C)=O)C2C(OC(=O)c2ccccc2)C2(O)CC(OC(=O)C(O)C(NC(=O)c3ccccc3)c3ccccc3)C(C)=C1C2(C)C. Cell line: MSTO. Synergy scores: synergy=3.77.